From a dataset of Forward reaction prediction with 1.9M reactions from USPTO patents (1976-2016). Predict the product of the given reaction. (1) Given the reactants [Cl:1][C:2]1[CH:11]=[C:10]([C:12](=[O:14])[CH3:13])[C:9]([N:15]2[CH2:20][CH2:19][NH:18][CH2:17][CH2:16]2)=[C:8]2[C:3]=1[CH:4]=[CH:5][CH:6]=[N:7]2.[CH3:21][C:22]1[C:26]([C:27](Cl)=[O:28])=[C:25]([CH3:30])[O:24][N:23]=1.C(N(CC)CC)C, predict the reaction product. The product is: [Cl:1][C:2]1[CH:11]=[C:10]([C:12](=[O:14])[CH3:13])[C:9]([N:15]2[CH2:16][CH2:17][N:18]([C:27]([C:26]3[C:22]([CH3:21])=[N:23][O:24][C:25]=3[CH3:30])=[O:28])[CH2:19][CH2:20]2)=[C:8]2[C:3]=1[CH:4]=[CH:5][CH:6]=[N:7]2. (2) Given the reactants [CH:1]1([N:4]2[C:13]3[C:8](=[CH:9][CH:10]=[CH:11][CH:12]=3)[N:7]([C:14]([C@@H:16]3[CH2:20][CH2:19][CH2:18][NH:17]3)=[O:15])[CH2:6][CH2:5]2)[CH2:3][CH2:2]1.Br[CH2:22][C:23]1[CH:28]=[C:27]([Cl:29])[CH:26]=[CH:25][C:24]=1[Cl:30].C(=O)([O-])[O-].[K+].[K+], predict the reaction product. The product is: [CH:1]1([N:4]2[C:13]3[C:8](=[CH:9][CH:10]=[CH:11][CH:12]=3)[N:7]([C:14]([C@@H:16]3[CH2:20][CH2:19][CH2:18][N:17]3[CH2:22][C:23]3[CH:28]=[C:27]([Cl:29])[CH:26]=[CH:25][C:24]=3[Cl:30])=[O:15])[CH2:6][CH2:5]2)[CH2:3][CH2:2]1.